From a dataset of Full USPTO retrosynthesis dataset with 1.9M reactions from patents (1976-2016). Predict the reactants needed to synthesize the given product. (1) Given the product [CH:40]1[C:41]2[CH2:32][CH2:33][CH2:34][CH2:35][C:36]=2[CH:37]=[CH:38][C:39]=1[O:1][CH2:2][C:3]1[O:7][N:6]=[C:5]([C:8]([O:10][CH2:11][CH3:12])=[O:9])[CH:4]=1, predict the reactants needed to synthesize it. The reactants are: [OH:1][CH2:2][C:3]1[O:7][N:6]=[C:5]([C:8]([O:10][CH2:11][CH3:12])=[O:9])[CH:4]=1.C1(P(C2C=CC=CC=2)C2C=CC=CC=2)C=CC=CC=1.[CH:32]1[C:41]2[CH2:40][CH2:39][CH2:38][CH2:37][C:36]=2[CH:35]=[CH:34][C:33]=1O.N(C(OC(C)C)=O)=NC(OC(C)C)=O.Cl. (2) Given the product [S:16]([C:8]1[C:9]2[CH2:15][CH2:14][CH2:13][CH2:12][C:10]=2[S:11][C:7]=1[NH:6][C:4]([CH:1]1[CH2:3][CH2:2]1)=[O:5])(=[O:19])(=[O:17])[NH2:26], predict the reactants needed to synthesize it. The reactants are: [CH:1]1([C:4]([NH:6][C:7]2[S:11][C:10]3[CH2:12][CH2:13][CH2:14][CH2:15][C:9]=3[C:8]=2[S:16]([OH:19])(=O)=[O:17])=[O:5])[CH2:3][CH2:2]1.C(Cl)(=O)C(Cl)=O.[NH3:26].